The task is: Predict the reaction yield, written as a fraction of the theoretical maximum amount of product (1.0 means a 100% yield; for example, 0.34 means a 34% yield).. This data is from Reaction yield outcomes from USPTO patents with 853,638 reactions. (1) The reactants are [H-].C([Al+]CC(C)C)C(C)C.[NH:11]1[C:19]2[C:14](=[CH:15][CH:16]=[CH:17][CH:18]=2)[CH:13]=[C:12]1[C:20](OC)=[O:21]. The catalyst is C1COCC1. The product is [NH:11]1[C:19]2[C:14](=[CH:15][CH:16]=[CH:17][CH:18]=2)[CH:13]=[C:12]1[CH2:20][OH:21]. The yield is 1.00. (2) The reactants are [P:1]([O:13][CH2:14][C@@H:15]1[CH2:19][CH2:18][CH2:17][N:16]1[CH2:20][CH2:21][CH2:22][O:23][C:24]1[CH:33]=[C:32]2[C:27]([C:28]([NH:34][C:35]3[S:36][C:37]([CH2:40][C:41]([NH:43][C:44]4[CH:49]=[CH:48][C:47]([F:50])=[C:46]([F:51])[CH:45]=4)=[O:42])=[CH:38][N:39]=3)=[N:29][CH:30]=[N:31]2)=[CH:26][C:25]=1[O:52][CH3:53])([O:8]C(C)(C)C)([O:3]C(C)(C)C)=[O:2].Cl. The catalyst is O1CCOCC1. The product is [P:1]([OH:3])([OH:8])([O:13][CH2:14][C@@H:15]1[CH2:19][CH2:18][CH2:17][N:16]1[CH2:20][CH2:21][CH2:22][O:23][C:24]1[CH:33]=[C:32]2[C:27]([C:28]([NH:34][C:35]3[S:36][C:37]([CH2:40][C:41]([NH:43][C:44]4[CH:49]=[CH:48][C:47]([F:50])=[C:46]([F:51])[CH:45]=4)=[O:42])=[CH:38][N:39]=3)=[N:29][CH:30]=[N:31]2)=[CH:26][C:25]=1[O:52][CH3:53])=[O:2]. The yield is 0.810. (3) The reactants are [CH3:1][O:2][C:3](=[O:36])[CH:4]([N:16]1[CH2:21][CH2:20][N:19](S(C2C=CC=CC=2[N+]([O-])=O)(=O)=O)[CH:18]([CH2:34][CH3:35])[CH2:17]1)[CH2:5][C:6]1[CH:15]=[CH:14][C:13]2[C:8](=[CH:9][CH:10]=[CH:11][CH:12]=2)[CH:7]=1.C(=O)([O-])[O-].[K+].[K+].SC1C=CC(O)=CC=1.Cl. The catalyst is CN(C=O)C. The product is [CH3:1][O:2][C:3](=[O:36])[CH:4]([N:16]1[CH2:21][CH2:20][NH:19][CH:18]([CH2:34][CH3:35])[CH2:17]1)[CH2:5][C:6]1[CH:15]=[CH:14][C:13]2[C:8](=[CH:9][CH:10]=[CH:11][CH:12]=2)[CH:7]=1. The yield is 0.800. (4) The reactants are [N+](C1C=CC(N)=C(N)C=1)([O-])=O.[CH:12]([C:15]1[NH:16][C:17]2[CH:23]=[C:22]([N+:24]([O-])=O)[CH:21]=[CH:20][C:18]=2[N:19]=1)([CH3:14])[CH3:13].[N+](C1NC2C=CC=CC=2N=1)([O-])=O. The catalyst is C(O)(=O)C(C)C.CCOC(C)=O.CO.[Pd]. The product is [CH:12]([C:15]1[NH:16][C:17]2[CH:23]=[C:22]([NH2:24])[CH:21]=[CH:20][C:18]=2[N:19]=1)([CH3:14])[CH3:13]. The yield is 0.920. (5) The reactants are Cl[C:2]1[N:7]2[N:8]=[CH:9][CH:10]=[C:6]2[N:5]=[C:4]([NH:11][C:12](=[O:23])[C:13]2[CH:18]=[CH:17][C:16]([C:19]([OH:22])([CH3:21])[CH3:20])=[CH:15][CH:14]=2)[CH:3]=1.[C:24]([NH:27][C:28]1[CH:29]=[C:30](B(O)O)[CH:31]=[CH:32][CH:33]=1)(=[O:26])[CH3:25]. The catalyst is C1C=CC(P(C2C=CC=CC=2)[C-]2C=CC=C2)=CC=1.C1C=CC(P(C2C=CC=CC=2)[C-]2C=CC=C2)=CC=1.Cl[Pd]Cl.[Fe+2]. The product is [C:24]([NH:27][C:28]1[CH:33]=[C:32]([C:2]2[N:7]3[N:8]=[CH:9][CH:10]=[C:6]3[N:5]=[C:4]([NH:11][C:12](=[O:23])[C:13]3[CH:18]=[CH:17][C:16]([C:19]([OH:22])([CH3:21])[CH3:20])=[CH:15][CH:14]=3)[CH:3]=2)[CH:31]=[CH:30][CH:29]=1)(=[O:26])[CH3:25]. The yield is 0.350. (6) The reactants are Cl.[NH2:2][CH2:3][CH:4]1[O:8][B:7]([OH:9])[C:6]2[C:10]([O:14][CH2:15][CH3:16])=[CH:11][CH:12]=[CH:13][C:5]1=2.C(N(CC)CC)C.[C:24](O[C:24]([O:26][C:27]([CH3:30])([CH3:29])[CH3:28])=[O:25])([O:26][C:27]([CH3:30])([CH3:29])[CH3:28])=[O:25]. The catalyst is ClCCl. The product is [CH2:15]([O:14][C:10]1[C:6]2[B:7]([OH:9])[O:8][CH:4]([CH2:3][NH:2][C:24](=[O:25])[O:26][C:27]([CH3:30])([CH3:29])[CH3:28])[C:5]=2[CH:13]=[CH:12][CH:11]=1)[CH3:16]. The yield is 0.870.